From a dataset of Forward reaction prediction with 1.9M reactions from USPTO patents (1976-2016). Predict the product of the given reaction. Given the reactants CO[C:3](OC)([N:5]([CH3:7])[CH3:6])[CH3:4].[NH2:10][C:11]([NH2:13])=[S:12], predict the reaction product. The product is: [NH2:10][C:11](/[N:13]=[C:3](/[N:5]([CH3:7])[CH3:6])\[CH3:4])=[S:12].